From a dataset of Full USPTO retrosynthesis dataset with 1.9M reactions from patents (1976-2016). Predict the reactants needed to synthesize the given product. (1) Given the product [O:21]=[C:15]1[CH:14]([N:8]2[C:7](=[O:22])[C:6]3[C:10](=[CH:11][CH:12]=[C:4]([CH2:3][NH:2][C:30]([NH:29][C:23]4[CH:28]=[CH:27][CH:26]=[CH:25][CH:24]=4)=[O:31])[CH:5]=3)[C:9]2=[O:13])[CH2:19][CH2:18][C:17](=[O:20])[NH:16]1, predict the reactants needed to synthesize it. The reactants are: Cl.[NH2:2][CH2:3][C:4]1[CH:5]=[C:6]2[C:10](=[CH:11][CH:12]=1)[C:9](=[O:13])[N:8]([CH:14]1[CH2:19][CH2:18][C:17](=[O:20])[NH:16][C:15]1=[O:21])[C:7]2=[O:22].[C:23]1([N:29]=[C:30]=[O:31])[CH:28]=[CH:27][CH:26]=[CH:25][CH:24]=1.CCN(C(C)C)C(C)C. (2) Given the product [OH:7][CH2:6][CH2:5][CH2:4][CH2:3][CH2:2][NH:1][C:16]1[C:15]2[C:14](=[O:24])[C:13]3[C:22](=[CH:9][CH:10]=[CH:11][CH:12]=3)[C:21](=[O:23])[C:20]=2[CH:19]=[CH:18][CH:17]=1, predict the reactants needed to synthesize it. The reactants are: [NH2:1][CH2:2][CH2:3][CH2:4][CH2:5][CH2:6][OH:7].Cl[C:9]1[C:22]2[C:21](=[O:23])[C:20]3[C:15](=[CH:16][CH:17]=[CH:18][CH:19]=3)[C:14](=[O:24])[C:13]=2[CH:12]=[CH:11][CH:10]=1. (3) Given the product [O:1]([C:8]1[CH:9]=[C:10]([N:14]([CH2:15][C:16]2[CH:21]=[CH:20][CH:19]=[C:18]([O:22][CH2:23][C:24]([F:25])([F:26])[F:27])[CH:17]=2)[CH2:31][CH:30]([OH:32])[C:29]([F:34])([F:33])[F:28])[CH:11]=[CH:12][CH:13]=1)[C:2]1[CH:7]=[CH:6][CH:5]=[CH:4][CH:3]=1, predict the reactants needed to synthesize it. The reactants are: [O:1]([C:8]1[CH:9]=[C:10]([NH:14][CH2:15][C:16]2[CH:21]=[CH:20][CH:19]=[C:18]([O:22][CH2:23][C:24]([F:27])([F:26])[F:25])[CH:17]=2)[CH:11]=[CH:12][CH:13]=1)[C:2]1[CH:7]=[CH:6][CH:5]=[CH:4][CH:3]=1.[F:28][C:29]([F:34])([F:33])[CH:30]1[O:32][CH2:31]1. (4) Given the product [CH2:1]([O:3][C:4]([C:6]1[N:7]=[C:8]2[C:13]([C:14]([F:17])([F:16])[F:15])=[CH:12][C:11]([C:25]3[CH:26]=[CH:27][O:23][CH:24]=3)=[CH:10][N:9]2[C:19]=1[N+:20]([O-:22])=[O:21])=[O:5])[CH3:2], predict the reactants needed to synthesize it. The reactants are: [CH2:1]([O:3][C:4]([C:6]1[N:7]=[C:8]2[C:13]([C:14]([F:17])([F:16])[F:15])=[CH:12][C:11](Br)=[CH:10][N:9]2[C:19]=1[N+:20]([O-:22])=[O:21])=[O:5])[CH3:2].[O:23]1[CH:27]=[CH:26][C:25](B(O)O)=[CH:24]1. (5) Given the product [CH3:6][N:2]1[N:3]=[C:4]([NH:7][C:8]([C:10]2[CH:20]=[C:19]([O:21][C:22]3[CH:23]=[CH:24][C:25]([C:28](=[NH:31])[NH:29][OH:30])=[CH:26][CH:27]=3)[C:13]3[CH2:14][C:15]([CH3:17])([CH3:18])[O:16][C:12]=3[CH:11]=2)=[O:9])[CH:5]=[N:34]1, predict the reactants needed to synthesize it. The reactants are: C[N:2]1[CH:6]=[CH:5][C:4]([NH:7][C:8]([C:10]2[CH:20]=[C:19]([O:21][C:22]3[CH:27]=[CH:26][C:25]([C:28](=[NH:31])[NH:29][OH:30])=[C:24](F)[CH:23]=3)[C:13]3[CH2:14][C:15]([CH3:18])([CH3:17])[O:16][C:12]=3[CH:11]=2)=[O:9])=[N:3]1.C[N:34]1N=C(NC(C2C=C(OC3C=CC(C#N)=CC=3)C3CC(C)(C)OC=3C=2)=O)C=N1.